Dataset: Forward reaction prediction with 1.9M reactions from USPTO patents (1976-2016). Task: Predict the product of the given reaction. (1) Given the reactants [NH2:1][C:2]1[N:7]=[C:6]([CH3:8])[C:5]([C:9]#[N:10])=[CH:4][N:3]=1.[CH3:11][C:12]([O-])=[O:13].[Na+].CC(O)=O.CC(OC(C)=O)=O, predict the reaction product. The product is: [CH3:8][C:6]1[C:5]([C:9]#[N:10])=[CH:4][N:3]=[C:2]([NH:1][C:12](=[O:13])[CH3:11])[N:7]=1. (2) Given the reactants Br[C:2]1[CH:7]=[CH:6][CH:5]=[CH:4][C:3]=1[C:8]1[C:13]([O:14][CH3:15])=[CH:12][CH:11]=[CH:10][C:9]=1[O:16][CH3:17].C([Li])CCC.[P:23](Cl)([O:28][CH2:29][CH3:30])([O:25][CH2:26][CH3:27])=[O:24], predict the reaction product. The product is: [CH3:17][O:16][C:9]1[CH:10]=[CH:11][CH:12]=[C:13]([O:14][CH3:15])[C:8]=1[C:3]1[CH:4]=[CH:5][CH:6]=[CH:7][C:2]=1[P:23](=[O:24])([O:28][CH2:29][CH3:30])[O:25][CH2:26][CH3:27]. (3) The product is: [Cl:23][C:17]1[CH:16]=[C:15]([C:12]2[C:11]([CH3:24])=[N:10][N:9]([CH2:8][C:5]3[CH:4]=[CH:3][C:2]([C:26]#[N:27])=[N:7][CH:6]=3)[C:13]=2[CH3:14])[CH:22]=[CH:21][C:18]=1[C:19]#[N:20]. Given the reactants Br[C:2]1[N:7]=[CH:6][C:5]([CH2:8][N:9]2[C:13]([CH3:14])=[C:12]([C:15]3[CH:22]=[CH:21][C:18]([C:19]#[N:20])=[C:17]([Cl:23])[CH:16]=3)[C:11]([CH3:24])=[N:10]2)=[CH:4][CH:3]=1.O.[CH3:26][N:27](C=O)C, predict the reaction product. (4) Given the reactants [F:1][C:2]1[CH:30]=[CH:29][CH:28]=[C:27]([F:31])[C:3]=1[CH2:4][N:5]1[CH:10]=[C:9]([C:11](=[O:15])[CH:12]([CH3:14])[CH3:13])[C:8](=[O:16])[C:7]2[C:17]([CH3:26])=[C:18]([C:20]3[CH:25]=[CH:24][CH:23]=[CH:22][CH:21]=3)[S:19][C:6]1=2.[Br:32]N1C(=O)CCC1=O.CC(CC(C)C)C#N.C(OC)(=O)C, predict the reaction product. The product is: [Br:32][CH2:26][C:17]1[C:7]2[C:8](=[O:16])[C:9]([C:11](=[O:15])[CH:12]([CH3:14])[CH3:13])=[CH:10][N:5]([CH2:4][C:3]3[C:2]([F:1])=[CH:30][CH:29]=[CH:28][C:27]=3[F:31])[C:6]=2[S:19][C:18]=1[C:20]1[CH:21]=[CH:22][CH:23]=[CH:24][CH:25]=1.